This data is from Reaction yield outcomes from USPTO patents with 853,638 reactions. The task is: Predict the reaction yield, written as a fraction of the theoretical maximum amount of product (1.0 means a 100% yield; for example, 0.34 means a 34% yield). (1) The reactants are [H-].[H-].[H-].[H-].[Li+].[Al+3].[NH2:7][C:8]1[CH:27]=[CH:26][C:11]([O:12][C:13]2[CH:18]=[CH:17][N:16]=[C:15]([C:19](OC(C)(C)C)=[O:20])[CH:14]=2)=[CH:10][C:9]=1[F:28]. The catalyst is C1COCC1. The product is [NH2:7][C:8]1[CH:27]=[CH:26][C:11]([O:12][C:13]2[CH:18]=[CH:17][N:16]=[C:15]([CH2:19][OH:20])[CH:14]=2)=[CH:10][C:9]=1[F:28]. The yield is 0.700. (2) The reactants are [C:1]([O:5][C:6]([NH:8][C:9]([CH3:14])([C:11]([OH:13])=[O:12])[CH3:10])=[O:7])([CH3:4])([CH3:3])[CH3:2].[CH:15]1(O)[CH2:19][CH2:18][CH2:17][CH2:16]1.CCN=C=NCCCN(C)C. The catalyst is C(Cl)Cl.CN(C1C=CN=CC=1)C.CCOC(C)=O. The product is [C:1]([O:5][C:6]([NH:8][C:9]([CH3:14])([C:11]([O:13][CH:15]1[CH2:19][CH2:18][CH2:17][CH2:16]1)=[O:12])[CH3:10])=[O:7])([CH3:4])([CH3:2])[CH3:3]. The yield is 0.200.